From a dataset of Forward reaction prediction with 1.9M reactions from USPTO patents (1976-2016). Predict the product of the given reaction. (1) Given the reactants [CH3:1][C:2]1[N:7]=[C:6]([C:8]2[CH:13]=[CH:12][CH:11]=[C:10]([C:14]3[CH:15]=[C:16]([S:20](Cl)(=[O:22])=[O:21])[CH:17]=[CH:18][CH:19]=3)[N:9]=2)[CH:5]=[C:4]([C:24]2[CH:29]=[CH:28][C:27]([C:30]([F:33])([F:32])[F:31])=[CH:26][CH:25]=2)[CH:3]=1.[CH3:34][O:35][C:36]1[CH:43]=[CH:42][C:39]([CH2:40][NH2:41])=[CH:38][CH:37]=1, predict the reaction product. The product is: [CH3:34][O:35][C:36]1[CH:43]=[CH:42][C:39]([CH2:40][NH:41][S:20]([C:16]2[CH:17]=[CH:18][CH:19]=[C:14]([C:10]3[N:9]=[C:8]([C:6]4[CH:5]=[C:4]([C:24]5[CH:29]=[CH:28][C:27]([C:30]([F:33])([F:31])[F:32])=[CH:26][CH:25]=5)[CH:3]=[C:2]([CH3:1])[N:7]=4)[CH:13]=[CH:12][CH:11]=3)[CH:15]=2)(=[O:22])=[O:21])=[CH:38][CH:37]=1. (2) Given the reactants [N:1]1([C:7]2[CH:12]=[C:11]([NH2:13])[CH:10]=[CH:9][N:8]=2)[CH2:6][CH2:5][O:4][CH2:3][CH2:2]1.C([O-])(=O)C.[Na+].[I:19]Cl.O, predict the reaction product. The product is: [I:19][C:10]1[C:11]([NH2:13])=[CH:12][C:7]([N:1]2[CH2:2][CH2:3][O:4][CH2:5][CH2:6]2)=[N:8][CH:9]=1. (3) The product is: [CH:1]1([CH2:4][CH:5]([NH:7][S:8]([C:10]([CH3:11])([CH3:13])[CH3:12])=[O:9])[CH3:6])[CH2:2][CH2:3]1. Given the reactants [CH:1]1([CH2:4]/[C:5](=[N:7]/[S:8]([C:10]([CH3:13])([CH3:12])[CH3:11])=[O:9])/[CH3:6])[CH2:3][CH2:2]1.CC(C[AlH]CC(C)C)C.CO, predict the reaction product. (4) The product is: [C:1]([O:5][C:6]([N:8]1[C:17]2[C:12](=[CH:13][CH:14]=[CH:15][CH:16]=2)[N:11]([C:18]2[CH:23]=[CH:22][C:21]([N:24]3[CH2:29][CH2:28][NH:27][CH2:26][CH2:25]3)=[CH:20][CH:19]=2)[CH2:10][CH2:9]1)=[O:7])([CH3:4])([CH3:2])[CH3:3]. Given the reactants [C:1]([O:5][C:6]([N:8]1[C:17]2[C:12](=[CH:13][CH:14]=[CH:15][CH:16]=2)[N:11]([C:18]2[CH:23]=[CH:22][C:21]([N:24]3[CH2:29][CH2:28][N:27](C(OCC4C=CC=CC=4)=O)[CH2:26][CH2:25]3)=[CH:20][CH:19]=2)[CH2:10][CH2:9]1)=[O:7])([CH3:4])([CH3:3])[CH3:2].C([O-])=O.[NH4+], predict the reaction product. (5) The product is: [CH3:1][C:2]1[CH:7]=[C:6]([NH:8][C:9]([C:11]2[C:16]([NH:17][C:18]3[CH:19]=[N:20][CH:21]=[CH:22][C:23]=3[CH3:26])=[CH:15][CH:14]=[C:13]([CH3:24])[N:12]=2)=[O:10])[CH:5]=[CH:4][N:3]=1. Given the reactants [CH3:1][C:2]1[CH:7]=[C:6]([NH:8][C:9]([C:11]2[C:16]([NH:17][C:18]3[CH:19]=[N:20][CH:21]=[CH:22][CH:23]=3)=[CH:15][CH:14]=[C:13]([CH3:24])[N:12]=2)=[O:10])[CH:5]=[CH:4][N:3]=1.Br[C:26]1C=NC=CC=1C.C(=O)([O-])[O-].[Cs+].[Cs+].CC1(C)C2C(=C(P(C3C=CC=CC=3)C3C=CC=CC=3)C=CC=2)OC2C(P(C3C=CC=CC=3)C3C=CC=CC=3)=CC=CC1=2.C(Cl)(Cl)Cl, predict the reaction product. (6) Given the reactants F[C:2]1[CH:3]=[C:4]([CH:9]=[C:10]([C:13]2[CH:14]=[CH:15][C:16]3[O:20][C:19]([C:21]4[CH:26]=[CH:25][C:24]([F:27])=[CH:23][CH:22]=4)=[C:18]([C:28](=[O:31])[NH:29][CH3:30])[C:17]=3[CH:32]=2)[C:11]=1[CH3:12])[C:5]([O:7]C)=[O:6].[OH-].[Na+].Cl, predict the reaction product. The product is: [F:27][C:24]1[CH:25]=[CH:26][C:21]([C:19]2[O:20][C:16]3[CH:15]=[CH:14][C:13]([C:10]4[CH:9]=[C:4]([CH:3]=[CH:2][C:11]=4[CH3:12])[C:5]([OH:7])=[O:6])=[CH:32][C:17]=3[C:18]=2[C:28](=[O:31])[NH:29][CH3:30])=[CH:22][CH:23]=1. (7) Given the reactants Br[C:2]1[CH:7]=[C:6]([Cl:8])[CH:5]=[C:4]([Br:9])[CH:3]=1.[C:10]([O:17][CH3:18])(=[O:16])[CH2:11][C:12]([O:14][CH3:15])=[O:13].[H-].[Na+].[NH4+].[OH-], predict the reaction product. The product is: [CH3:15][O:14][C:12](=[O:13])[CH:11]([C:2]1[CH:7]=[C:6]([Cl:8])[CH:5]=[C:4]([Br:9])[CH:3]=1)[C:10]([O:17][CH3:18])=[O:16]. (8) Given the reactants C([O:3][C:4](=[O:43])[CH:5]([C:10]1[CH:11]=[C:12]([C:33]2[CH:38]=[CH:37][C:36]([C:39]([F:42])([F:41])[F:40])=[CH:35][CH:34]=2)[CH:13]=[C:14]([CH:16]2[CH2:21][CH2:20][CH2:19][CH:18]([C:22]([F:25])([F:24])[F:23])[N:17]2[CH2:26][C:27]2[CH:32]=[CH:31][CH:30]=[CH:29][CH:28]=2)[CH:15]=1)[CH2:6][CH:7]([CH3:9])[CH3:8])C.[OH-].[K+], predict the reaction product. The product is: [CH2:26]([N:17]1[CH:18]([C:22]([F:23])([F:24])[F:25])[CH2:19][CH2:20][CH2:21][CH:16]1[C:14]1[CH:15]=[C:10]([CH:5]([CH2:6][CH:7]([CH3:9])[CH3:8])[C:4]([OH:43])=[O:3])[CH:11]=[C:12]([C:33]2[CH:34]=[CH:35][C:36]([C:39]([F:40])([F:41])[F:42])=[CH:37][CH:38]=2)[CH:13]=1)[C:27]1[CH:28]=[CH:29][CH:30]=[CH:31][CH:32]=1. (9) Given the reactants Br[C:2]1[CH:3]=[C:4]([N:8]2[CH:13]=[C:12]([O:14][CH2:15][C:16]3[CH:21]=[CH:20][C:19]([O:22][CH3:23])=[CH:18][CH:17]=3)[C:11](=[O:24])[CH:10]=[C:9]2[CH2:25][OH:26])[CH:5]=[CH:6][CH:7]=1.[Cl:27][C:28]1[C:29](B2OC(C)(C)C(C)(C)O2)=[C:30]2[CH:36]=[CH:35][N:34]([Si](C(C)C)(C(C)C)C(C)C)[C:31]2=[N:32][CH:33]=1.C([O-])([O-])=O.[Cs+].[Cs+], predict the reaction product. The product is: [Cl:27][C:28]1[C:29]([C:2]2[CH:3]=[C:4]([N:8]3[CH:13]=[C:12]([O:14][CH2:15][C:16]4[CH:17]=[CH:18][C:19]([O:22][CH3:23])=[CH:20][CH:21]=4)[C:11](=[O:24])[CH:10]=[C:9]3[CH2:25][OH:26])[CH:5]=[CH:6][CH:7]=2)=[C:30]2[CH:36]=[CH:35][NH:34][C:31]2=[N:32][CH:33]=1.